Predict which catalyst facilitates the given reaction. From a dataset of Catalyst prediction with 721,799 reactions and 888 catalyst types from USPTO. (1) Reactant: Br[CH2:2][C:3]1[CH:8]=[CH:7][C:6]([C:9]([F:12])([F:11])[F:10])=[CH:5][C:4]=1[C:13]([F:16])([F:15])[F:14].Cl.[NH:18]1[CH2:22][CH2:21][CH:20]([CH2:23][OH:24])[CH2:19]1.C(=O)([O-])[O-].[K+].[K+].O.C(OCC)(=O)C. Product: [F:14][C:13]([F:16])([F:15])[C:4]1[CH:5]=[C:6]([C:9]([F:12])([F:11])[F:10])[CH:7]=[CH:8][C:3]=1[CH2:2][N:18]1[CH2:22][CH2:21][CH:20]([CH2:23][OH:24])[CH2:19]1. The catalyst class is: 9. (2) The catalyst class is: 115. Reactant: [CH2:1]([O:3][C:4](=[O:28])[CH:5]([O:24][CH:25]([CH3:27])[CH3:26])[CH2:6][C:7]1[CH:12]=[C:11]([CH2:13][NH:14][C:15]([O:17][C:18]([CH3:21])([CH3:20])[CH3:19])=[O:16])[C:10]([OH:22])=[C:9](Br)[CH:8]=1)[CH3:2].[I:29]N1C(=O)CCC1=O. Product: [CH2:1]([O:3][C:4](=[O:28])[CH:5]([O:24][CH:25]([CH3:27])[CH3:26])[CH2:6][C:7]1[CH:12]=[C:11]([CH2:13][NH:14][C:15]([O:17][C:18]([CH3:21])([CH3:20])[CH3:19])=[O:16])[C:10]([OH:22])=[C:9]([I:29])[CH:8]=1)[CH3:2]. (3) Reactant: Br[C:2]1[CH:7]=[CH:6][C:5]([Br:8])=[CH:4][N:3]=1.C1OCCOC2C(=CC=CC=2)OCCOCCOC2C(=CC=CC=2)OC1.[CH2:35]([OH:42])[C:36]1[CH:41]=[CH:40][CH:39]=[CH:38][CH:37]=1.[OH-].[K+]. Product: [CH2:35]([O:42][C:2]1[CH:7]=[CH:6][C:5]([Br:8])=[CH:4][N:3]=1)[C:36]1[CH:41]=[CH:40][CH:39]=[CH:38][CH:37]=1. The catalyst class is: 11. (4) Reactant: CSC.[CH3:4][Mg]Br.[CH2:7]([O:14][C:15]1[CH:20]=[CH:19][C:18](/[CH:21]=[CH:22]/[C:23]([N:25]2[C@H:29]([C:30]3[CH:35]=[CH:34][CH:33]=[CH:32][CH:31]=3)[CH2:28][O:27][C:26]2=[O:36])=[O:24])=[C:17]([F:37])[CH:16]=1)[C:8]1[CH:13]=[CH:12][CH:11]=[CH:10][CH:9]=1. Product: [CH2:7]([O:14][C:15]1[CH:20]=[CH:19][C:18]([C@H:21]([CH3:4])[CH2:22][C:23]([N:25]2[C@H:29]([C:30]3[CH:31]=[CH:32][CH:33]=[CH:34][CH:35]=3)[CH2:28][O:27][C:26]2=[O:36])=[O:24])=[C:17]([F:37])[CH:16]=1)[C:8]1[CH:9]=[CH:10][CH:11]=[CH:12][CH:13]=1. The catalyst class is: 1. (5) Reactant: [CH3:1][C:2]1[CH:3]=[CH:4][C:5]([NH:21][C:22]([C:24]2[CH:25]=[CH:26][C:27]([CH2:30][N:31]3[CH2:36][CH2:35][N:34]([CH3:37])[CH2:33][CH2:32]3)=[CH:28][CH:29]=2)=[O:23])=[CH:6][C:7]=1[NH:8][C:9]1[N:10]=[CH:11][CH:12]=[C:13]([C:15]2[CH:16]=[CH:17][CH:18]=[N:19][CH:20]=2)[N:14]=1.[CH3:38][S:39]([OH:42])(=[O:41])=[O:40]. Product: [CH3:1][C:2]1[CH:3]=[CH:4][C:5]([NH:21][C:22]([C:24]2[CH:29]=[CH:28][C:27]([CH2:30][N:31]3[CH2:32][CH2:33][N:34]([CH3:37])[CH2:35][CH2:36]3)=[CH:26][CH:25]=2)=[O:23])=[CH:6][C:7]=1[NH:8][C:9]1[N:10]=[CH:11][CH:12]=[C:13]([C:15]2[CH:16]=[CH:17][CH:18]=[N:19][CH:20]=2)[N:14]=1.[CH3:38][S:39]([OH:42])(=[O:41])=[O:40]. The catalyst class is: 32. (6) Reactant: [NH2:1][C:2]1[CH:23]=[CH:22][C:5]([CH2:6][N:7]2[C:15]3[C:10](=[CH:11][CH:12]=[CH:13][CH:14]=3)[C:9]([CH2:16][C:17]([O:19][CH2:20][CH3:21])=[O:18])=[N:8]2)=[CH:4][CH:3]=1.C(N(CC)CC)C.[Cl:31][C:32]1[CH:40]=[CH:39][C:35]([C:36](Cl)=[O:37])=[CH:34][CH:33]=1.C(=O)(O)[O-].[Na+]. Product: [Cl:31][C:32]1[CH:40]=[CH:39][C:35]([C:36]([NH:1][C:2]2[CH:3]=[CH:4][C:5]([CH2:6][N:7]3[C:15]4[C:10](=[CH:11][CH:12]=[CH:13][CH:14]=4)[C:9]([CH2:16][C:17]([O:19][CH2:20][CH3:21])=[O:18])=[N:8]3)=[CH:22][CH:23]=2)=[O:37])=[CH:34][CH:33]=1. The catalyst class is: 4. (7) Reactant: [CH3:1][NH:2][C:3](=[O:32])[C:4]1[CH:9]=[CH:8][C:7]([C:10]#[C:11][CH2:12][CH2:13][NH:14][C:15]([NH:17][CH2:18][C:19]2[CH:20]=[N:21][CH:22]=[CH:23][CH:24]=2)=[O:16])=[N:6][C:5]=1[NH:25][C:26]1[CH:31]=[CH:30][CH:29]=[CH:28][CH:27]=1. Product: [CH3:1][NH:2][C:3](=[O:32])[C:4]1[CH:9]=[CH:8][C:7]([CH2:10][CH2:11][CH2:12][CH2:13][NH:14][C:15]([NH:17][CH2:18][C:19]2[CH:20]=[N:21][CH:22]=[CH:23][CH:24]=2)=[O:16])=[N:6][C:5]=1[NH:25][C:26]1[CH:31]=[CH:30][CH:29]=[CH:28][CH:27]=1. The catalyst class is: 29.